This data is from Reaction yield outcomes from USPTO patents with 853,638 reactions. The task is: Predict the reaction yield, written as a fraction of the theoretical maximum amount of product (1.0 means a 100% yield; for example, 0.34 means a 34% yield). (1) The reactants are [OH-].[Na+].[N+:3]([C:6]1[CH:11]=[CH:10][C:9]([SH:12])=[CH:8][CH:7]=1)([O-:5])=[O:4].I[CH2:14][CH3:15].O. The catalyst is CCO. The product is [CH2:14]([S:12][C:9]1[CH:10]=[CH:11][C:6]([N+:3]([O-:5])=[O:4])=[CH:7][CH:8]=1)[CH3:15]. The yield is 0.590. (2) The reactants are [OH:1][C:2]1([CH3:12])[C:7](=O)[CH2:6][CH:5]2[CH2:9][CH:3]1[C:4]2([CH3:11])[CH3:10].[N:13]1[CH:18]=[CH:17][CH:16]=[C:15]([CH2:19][NH2:20])[CH:14]=1.B(F)(F)F. The catalyst is C1C=CC=CC=1. The yield is 0.524. The product is [CH3:12][C:2]1([OH:1])[C:7](=[N:20][CH2:19][C:15]2[CH:14]=[N:13][CH:18]=[CH:17][CH:16]=2)[CH2:6][CH:5]2[CH2:9][CH:3]1[C:4]2([CH3:11])[CH3:10]. (3) The reactants are COC1C=CC(C[N:8]2[C:12]3[N:13]=[CH:14][C:15]4[CH2:16][NH:17][CH2:18][CH2:19][C:20]=4[C:11]=3[CH:10]=[N:9]2)=CC=1.C1(C)C=CC=CC=1.ClCCl.[C:33](O[C:33]([O:35][C:36]([CH3:39])([CH3:38])[CH3:37])=[O:34])([O:35][C:36]([CH3:39])([CH3:38])[CH3:37])=[O:34]. The catalyst is FC(F)(F)C(O)=O.CCOC(C)=O.O.CCN(CC)CC. The product is [CH:10]1[C:11]2[C:20]3[CH2:19][CH2:18][N:17]([C:33]([O:35][C:36]([CH3:39])([CH3:38])[CH3:37])=[O:34])[CH2:16][C:15]=3[CH:14]=[N:13][C:12]=2[NH:8][N:9]=1. The yield is 0.820. (4) The reactants are [CH2:1]([O:8][C:9]1[C:10]([CH2:15]Cl)=[N:11][CH:12]=[CH:13][CH:14]=1)[C:2]1[CH:7]=[CH:6][CH:5]=[CH:4][CH:3]=1.[CH3:17][O-:18].[Na+].[Na]. The catalyst is CO.O. The product is [CH2:1]([O:8][C:9]1[C:10]([CH2:15][O:18][CH3:17])=[N:11][CH:12]=[CH:13][CH:14]=1)[C:2]1[CH:7]=[CH:6][CH:5]=[CH:4][CH:3]=1. The yield is 0.970. (5) The reactants are ClC(OCC(C)C)=[O:3].[C:9]([N:16]([CH2:18][C:19]([OH:21])=[O:20])[CH3:17])([O:11][C:12]([CH3:15])([CH3:14])[CH3:13])=[O:10].CN1CCOCC1.[CH2:29]([NH2:39])[C:30]1[CH:38]=[CH:37][C:36]2[O:35][CH2:34][O:33][C:32]=2[CH:31]=1. The catalyst is C1COCC1. The product is [C:29]([NH2:39])(=[O:3])[C:30]1[CH:38]=[CH:37][C:36]2[O:35][CH2:34][O:33][C:32]=2[CH:31]=1.[C:9]([N:16]([CH2:18][C:19]([OH:21])=[O:20])[CH3:17])([O:11][C:12]([CH3:14])([CH3:15])[CH3:13])=[O:10]. The yield is 0.950. (6) The reactants are Br[C:2]1[CH:7]=[CH:6][N:5]=[C:4]([O:8][CH3:9])[C:3]=1Br.[F:11][C:12]([F:22])([F:21])[C:13]1[N:18]=[CH:17][C:16]([CH2:19][OH:20])=[CH:15][CH:14]=1.CC1C=NC2C(C=1C)=CC=C1C=2N=CC(C)=C1C.C([O-])([O-])=O.[Cs+].[Cs+]. The yield is 0.720. The catalyst is C1(C)C=CC=CC=1.[Cu]I. The product is [CH3:9][O:8][C:4]1[CH:3]=[C:2]([O:20][CH2:19][C:16]2[CH:17]=[N:18][C:13]([C:12]([F:22])([F:11])[F:21])=[CH:14][CH:15]=2)[CH:7]=[CH:6][N:5]=1.